Dataset: NCI-60 drug combinations with 297,098 pairs across 59 cell lines. Task: Regression. Given two drug SMILES strings and cell line genomic features, predict the synergy score measuring deviation from expected non-interaction effect. (1) Drug 1: CC1=CC2C(CCC3(C2CCC3(C(=O)C)OC(=O)C)C)C4(C1=CC(=O)CC4)C. Drug 2: CC1=C2C(C(=O)C3(C(CC4C(C3C(C(C2(C)C)(CC1OC(=O)C(C(C5=CC=CC=C5)NC(=O)C6=CC=CC=C6)O)O)OC(=O)C7=CC=CC=C7)(CO4)OC(=O)C)O)C)OC(=O)C. Cell line: NCI-H522. Synergy scores: CSS=53.6, Synergy_ZIP=-2.66, Synergy_Bliss=-2.90, Synergy_Loewe=-72.4, Synergy_HSA=-2.65. (2) Drug 1: C1=NC2=C(N=C(N=C2N1C3C(C(C(O3)CO)O)F)Cl)N. Drug 2: C(CC(=O)O)C(=O)CN.Cl. Cell line: SW-620. Synergy scores: CSS=-1.60, Synergy_ZIP=1.71, Synergy_Bliss=1.71, Synergy_Loewe=1.26, Synergy_HSA=-0.388. (3) Drug 1: C1CCC(C1)C(CC#N)N2C=C(C=N2)C3=C4C=CNC4=NC=N3. Drug 2: CC=C1C(=O)NC(C(=O)OC2CC(=O)NC(C(=O)NC(CSSCCC=C2)C(=O)N1)C(C)C)C(C)C. Cell line: SW-620. Synergy scores: CSS=38.3, Synergy_ZIP=3.58, Synergy_Bliss=3.26, Synergy_Loewe=-30.1, Synergy_HSA=1.35. (4) Cell line: SK-OV-3. Drug 2: C#CCC(CC1=CN=C2C(=N1)C(=NC(=N2)N)N)C3=CC=C(C=C3)C(=O)NC(CCC(=O)O)C(=O)O. Synergy scores: CSS=11.8, Synergy_ZIP=-3.81, Synergy_Bliss=-3.17, Synergy_Loewe=-5.32, Synergy_HSA=-3.48. Drug 1: CC12CCC3C(C1CCC2=O)CC(=C)C4=CC(=O)C=CC34C. (5) Drug 1: C1=CC(=C2C(=C1NCCNCCO)C(=O)C3=C(C=CC(=C3C2=O)O)O)NCCNCCO. Drug 2: CCC(=C(C1=CC=CC=C1)C2=CC=C(C=C2)OCCN(C)C)C3=CC=CC=C3.C(C(=O)O)C(CC(=O)O)(C(=O)O)O. Cell line: HT29. Synergy scores: CSS=56.8, Synergy_ZIP=19.1, Synergy_Bliss=16.9, Synergy_Loewe=-7.40, Synergy_HSA=15.7. (6) Drug 1: C1CC(=O)NC(=O)C1N2CC3=C(C2=O)C=CC=C3N. Drug 2: C1=C(C(=O)NC(=O)N1)N(CCCl)CCCl. Cell line: M14. Synergy scores: CSS=27.5, Synergy_ZIP=-5.37, Synergy_Bliss=0.383, Synergy_Loewe=-0.00906, Synergy_HSA=-0.416.